Dataset: Forward reaction prediction with 1.9M reactions from USPTO patents (1976-2016). Task: Predict the product of the given reaction. (1) Given the reactants I[C:2]1[C:3](=[O:12])[NH:4][C:5]2[C:10]([CH:11]=1)=[CH:9][CH:8]=[CH:7][CH:6]=2.C(OC([N:20]1[C:28]2[C:23](=[CH:24][C:25]([S:29]([N:32]3[CH2:37][CH2:36][N:35]([CH3:38])[CH2:34][CH2:33]3)(=[O:31])=[O:30])=[CH:26][CH:27]=2)[CH:22]=[C:21]1B(O)O)=O)(C)(C)C.[Cl-].[Li+].C(=O)([O-])[O-].[Na+].[Na+], predict the reaction product. The product is: [CH3:38][N:35]1[CH2:36][CH2:37][N:32]([S:29]([C:25]2[CH:24]=[C:23]3[C:28](=[CH:27][CH:26]=2)[NH:20][C:21]([C:2]2[C:3](=[O:12])[NH:4][C:5]4[C:10]([CH:11]=2)=[CH:9][CH:8]=[CH:7][CH:6]=4)=[CH:22]3)(=[O:31])=[O:30])[CH2:33][CH2:34]1. (2) Given the reactants [C:1]([C:4]1[C:34](=[O:35])[C@@:8]2([CH3:36])[C:9]3[C:15]([OH:16])=[CH:14][C:13]([O:17][CH3:18])=[C:12]([C:19]([NH:21][CH2:22][C:23]4[C:32]5[C:27](=[CH:28][CH:29]=[CH:30][CH:31]=5)[CH:26]=[CH:25][C:24]=4[CH3:33])=[O:20])[C:10]=3[O:11][C:7]2=[CH:6][C:5]=1[OH:37])(=O)[CH3:2].Cl.[CH:39]1([CH2:42][O:43][NH2:44])[CH2:41][CH2:40]1.C(=O)(O)[O-].[Na+], predict the reaction product. The product is: [CH:39]1([CH2:42][O:43]/[N:44]=[C:1](/[C:4]2[C:34](=[O:35])[C@@:8]3([CH3:36])[C:9]4[C:15]([OH:16])=[CH:14][C:13]([O:17][CH3:18])=[C:12]([C:19]([NH:21][CH2:22][C:23]5[C:32]6[C:27](=[CH:28][CH:29]=[CH:30][CH:31]=6)[CH:26]=[CH:25][C:24]=5[CH3:33])=[O:20])[C:10]=4[O:11][C:7]3=[CH:6][C:5]=2[OH:37])\[CH3:2])[CH2:41][CH2:40]1. (3) Given the reactants [CH2:1]([O:8][C:9]1[CH:10]=[C:11]([CH:33]([OH:38])[CH2:34][N+:35]([O-])=O)[CH:12]=[CH:13][C:14]=1[C:15]1[N:16]=[N:17][C:18]([N:21]([CH3:32])[CH:22]2[CH2:27][C:26]([CH3:29])([CH3:28])[NH:25][C:24]([CH3:31])([CH3:30])[CH2:23]2)=[CH:19][CH:20]=1)C1C=CC=CC=1, predict the reaction product. The product is: [NH2:35][CH2:34][CH:33]([C:11]1[CH:12]=[CH:13][C:14]([C:15]2[N:16]=[N:17][C:18]([N:21]([CH3:32])[CH:22]3[CH2:23][C:24]([CH3:30])([CH3:31])[NH:25][C:26]([CH3:28])([CH3:29])[CH2:27]3)=[CH:19][CH:20]=2)=[C:9]([O:8][CH3:1])[CH:10]=1)[OH:38]. (4) Given the reactants [N:1]1[C:10]2[C:5](=[CH:6][CH:7]=[CH:8][CH:9]=2)[N:4]=[CH:3][C:2]=1[C:11]1[CH:12]=[C:13]([NH2:17])[CH:14]=[CH:15][CH:16]=1.CCN(C(C)C)C(C)C.[C:27](Cl)(=[O:30])[CH2:28][CH3:29], predict the reaction product. The product is: [N:1]1[C:10]2[C:5](=[CH:6][CH:7]=[CH:8][CH:9]=2)[N:4]=[CH:3][C:2]=1[C:11]1[CH:12]=[C:13]([NH:17][C:27](=[O:30])[CH2:28][CH3:29])[CH:14]=[CH:15][CH:16]=1. (5) Given the reactants F[C:2]1[CH:3]=[C:4]([S:9]([N:12]2[CH2:17][CH2:16][CH:15]([NH:18][C:19]3[N:24]=[C:23]([NH:25][C:26]4[CH:31]=[CH:30][CH:29]=[C:28]([C:32]([F:35])([F:34])[F:33])[CH:27]=4)[N:22]=[C:21]([O:36][CH2:37][C:38]([F:41])([F:40])[F:39])[N:20]=3)[CH2:14][CH2:13]2)(=[O:11])=[O:10])[CH:5]=[CH:6][C:7]=1F.C[O:43]C1C=CC(C2C=CC=C(S(N3CCC(NC4N=C(NC5C=CC=C(C(F)(F)F)C=5)N=C(OCC(F)(F)F)N=4)CC3)(=O)=O)C=2)=CC=1.[CH3:89][CH2:90][N:91](CC)[CH2:92][CH3:93].C(#N)C, predict the reaction product. The product is: [N:91]1([C:7]2[CH:2]=[CH:3][C:4]([S:9]([N:12]3[CH2:17][CH2:16][CH:15]([NH:18][C:19]4[N:24]=[C:23]([NH:25][C:26]5[CH:31]=[CH:30][CH:29]=[C:28]([C:32]([F:35])([F:34])[F:33])[CH:27]=5)[N:22]=[C:21]([O:36][CH2:37][C:38]([F:41])([F:39])[F:40])[N:20]=4)[CH2:14][CH2:13]3)(=[O:10])=[O:11])=[CH:5][CH:6]=2)[CH2:92][CH2:93][O:43][CH2:89][CH2:90]1. (6) The product is: [CH:22]1([N:26]2[CH2:31][CH2:30][N:29]([C:15]([CH:13]3[CH2:12][N:11]([C:9]([O:8][CH2:1][C:2]4[CH:3]=[CH:4][CH:5]=[CH:6][CH:7]=4)=[O:10])[CH2:14]3)=[O:17])[CH2:28][CH2:27]2)[CH2:25][CH2:24][CH2:23]1. Given the reactants [CH2:1]([O:8][C:9]([N:11]1[CH2:14][CH:13]([C:15]([OH:17])=O)[CH2:12]1)=[O:10])[C:2]1[CH:7]=[CH:6][CH:5]=[CH:4][CH:3]=1.O=S(Cl)Cl.[CH:22]1([N:26]2[CH2:31][CH2:30][NH:29][CH2:28][CH2:27]2)[CH2:25][CH2:24][CH2:23]1.CCN(C(C)C)C(C)C, predict the reaction product. (7) Given the reactants [Br:1][C:2]1[CH:3]=[C:4]2[N:10]([S:11]([C:14]3[CH:19]=[CH:18][CH:17]=[C:16]([F:20])[CH:15]=3)(=[O:13])=[O:12])[CH:9]=[C:8]([CH:21]=O)[C:5]2=[N:6][CH:7]=1.[C:23]([BH3-])#[N:24].[Na+].CN.O1CCCC1.C(=O)(O)[O-].[Na+], predict the reaction product. The product is: [Br:1][C:2]1[CH:3]=[C:4]2[N:10]([S:11]([C:14]3[CH:19]=[CH:18][CH:17]=[C:16]([F:20])[CH:15]=3)(=[O:13])=[O:12])[CH:9]=[C:8]([CH2:21][NH:24][CH3:23])[C:5]2=[N:6][CH:7]=1. (8) The product is: [F:1][C:2]1[CH:7]=[CH:6][CH:5]=[CH:4][C:3]=1[C@:8]12[CH2:12][C@@H:11]([O:13][CH3:14])[CH2:10][C@H:9]1[CH2:15][S:19][C:18]([NH2:20])=[N:17]2. Given the reactants [F:1][C:2]1[CH:7]=[CH:6][CH:5]=[CH:4][C:3]=1[C@:8]1([NH:17][C:18]([NH:20]C(=O)OCC2C3C=CC=CC=3C3C2=CC=CC=3)=[S:19])[CH2:12][C@H:11]([O:13][CH3:14])[CH2:10][C@H:9]1[CH2:15]O, predict the reaction product. (9) Given the reactants [C:1]([Mg]Br)#[CH:2].[F:5][C:6]([F:14])([F:13])[C:7]([C:9]([F:12])([F:11])[F:10])=[O:8], predict the reaction product. The product is: [F:5][C:6]([F:14])([F:13])[C:7]([C:9]([F:12])([F:11])[F:10])([OH:8])[C:1]#[CH:2].